Dataset: Catalyst prediction with 721,799 reactions and 888 catalyst types from USPTO. Task: Predict which catalyst facilitates the given reaction. Reactant: Br[C:2]1[N:3]=[C:4]([O:21][CH3:22])[C:5]([NH:8][S:9]([CH2:12][C:13]2[CH:18]=[C:17]([Cl:19])[CH:16]=[C:15]([Cl:20])[CH:14]=2)(=[O:11])=[O:10])=[N:6][CH:7]=1.[Cu][C:24]#[N:25].CCOC(C)=O.N. Product: [C:24]([C:2]1[N:3]=[C:4]([O:21][CH3:22])[C:5]([NH:8][S:9]([CH2:12][C:13]2[CH:18]=[C:17]([Cl:19])[CH:16]=[C:15]([Cl:20])[CH:14]=2)(=[O:11])=[O:10])=[N:6][CH:7]=1)#[N:25]. The catalyst class is: 37.